Dataset: Reaction yield outcomes from USPTO patents with 853,638 reactions. Task: Predict the reaction yield, written as a fraction of the theoretical maximum amount of product (1.0 means a 100% yield; for example, 0.34 means a 34% yield). (1) The reactants are Cl[C:2]1[CH:3]=[CH:4][C:5]2[O:14][CH2:13][CH2:12][C:11]3[CH:10]=[C:9]([C:15]4[N:16]([C:20]5[CH:25]=[CH:24][C:23]([F:26])=[CH:22][C:21]=5[F:27])[N:17]=[CH:18][N:19]=4)[S:8][C:7]=3[C:6]=2[N:28]=1.[CH:29]([NH2:32])([CH3:31])[CH3:30].CC(C1C=C(C(C)C)C(C2C=CC=CC=2P(C2CCCCC2)C2CCCCC2)=C(C(C)C)C=1)C.CC(C)([O-])C. The catalyst is O1CCOCC1.CC([O-])=O.CC([O-])=O.[Pd+2]. The product is [F:27][C:21]1[CH:22]=[C:23]([F:26])[CH:24]=[CH:25][C:20]=1[N:16]1[C:15]([C:9]2[S:8][C:7]3[C:6]4[N:28]=[C:2]([NH:32][CH:29]([CH3:31])[CH3:30])[CH:3]=[CH:4][C:5]=4[O:14][CH2:13][CH2:12][C:11]=3[CH:10]=2)=[N:19][CH:18]=[N:17]1. The yield is 0.250. (2) The product is [N:1]1[CH:6]=[CH:5][CH:4]=[C:3]([CH2:7][CH2:8][NH2:9])[CH:2]=1. The catalyst is [Ni].CO. The reactants are [N:1]1[CH:6]=[CH:5][CH:4]=[C:3]([CH2:7][C:8]#[N:9])[CH:2]=1.[OH-].[NH4+].[H][H]. The yield is 0.450. (3) The reactants are Br.[Br:2][C:3]1[CH:4]=[C:5]([CH2:10]Br)[C:6]([NH2:9])=[N:7][CH:8]=1.[CH2:12]([O:14][C:15](=[O:27])[CH2:16][NH:17][CH2:18][CH2:19][CH2:20][N:21]1[CH2:26][CH2:25][O:24][CH2:23][CH2:22]1)[CH3:13].C(N(CC)CC)C. The catalyst is CN(C=O)C.O. The product is [CH2:12]([O:14][C:15](=[O:27])[CH2:16][N:17]([CH2:10][C:5]1[C:6]([NH2:9])=[N:7][CH:8]=[C:3]([Br:2])[CH:4]=1)[CH2:18][CH2:19][CH2:20][N:21]1[CH2:22][CH2:23][O:24][CH2:25][CH2:26]1)[CH3:13]. The yield is 0.870. (4) The reactants are Cl[C:2]([N:4]1[CH2:9][CH2:8][N:7]([C:10]([O:12][C:13]([CH3:16])([CH3:15])[CH3:14])=[O:11])[CH2:6][CH2:5]1)=[O:3].[Cl:17][C:18]1[CH:32]=[CH:31][C:21]([CH2:22][NH:23][CH2:24][CH2:25][N:26]([CH2:29][CH3:30])[CH2:27][CH3:28])=[CH:20][CH:19]=1.C(N(CC)C(C)C)(C)C. The catalyst is C(Cl)Cl. The product is [Cl:17][C:18]1[CH:19]=[CH:20][C:21]([CH2:22][N:23]([CH2:24][CH2:25][N:26]([CH2:29][CH3:30])[CH2:27][CH3:28])[C:2]([N:4]2[CH2:9][CH2:8][N:7]([C:10]([O:12][C:13]([CH3:16])([CH3:15])[CH3:14])=[O:11])[CH2:6][CH2:5]2)=[O:3])=[CH:31][CH:32]=1. The yield is 0.450. (5) The reactants are [Cl:1][C:2]1[CH:7]=[CH:6][C:5]([CH2:8][C:9]([OH:11])=[O:10])=[CH:4][CH:3]=1.C[Si]([N-][Si](C)(C)C)(C)C.[Na+].[Cl:22][CH2:23][CH2:24][CH2:25][CH2:26]I. No catalyst specified. The product is [Cl:22][CH2:23][CH2:24][CH2:25][CH2:26][CH:8]([C:5]1[CH:4]=[CH:3][C:2]([Cl:1])=[CH:7][CH:6]=1)[C:9]([OH:11])=[O:10]. The yield is 0.590. (6) The reactants are [CH3:1][C:2]1[CH:7]=[C:6]([CH3:8])[N:5]2[N:9]=[C:10]([CH:12]=[CH:13][C:14]3[N:18]([CH3:19])[N:17]=[C:16]([N:20]4[CH2:24][CH2:23][CH2:22][CH2:21]4)[N:15]=3)[N:11]=[C:4]2[N:3]=1.C(Cl)Cl.CO. The yield is 0.520. The catalyst is [Pd].CO. The product is [CH3:1][C:2]1[CH:7]=[C:6]([CH3:8])[N:5]2[N:9]=[C:10]([CH2:12][CH2:13][C:14]3[N:18]([CH3:19])[N:17]=[C:16]([N:20]4[CH2:24][CH2:23][CH2:22][CH2:21]4)[N:15]=3)[N:11]=[C:4]2[N:3]=1.